From a dataset of Forward reaction prediction with 1.9M reactions from USPTO patents (1976-2016). Predict the product of the given reaction. Given the reactants Br[C:2]1[CH:24]=[CH:23][C:5]2[C:6]3[N:7]([CH:11]=[C:12]([C:14]4[N:18]([CH:19]([CH3:21])[CH3:20])[N:17]=[C:16]([CH3:22])[N:15]=4)[N:13]=3)[CH2:8][CH2:9][O:10][C:4]=2[CH:3]=1.CC1(C)C(C)(C)OB(B2OC(C)(C)C(C)(C)O2)O1.C([O-])(=O)C.[K+], predict the reaction product. The product is: [CH:19]([N:18]1[C:14]([C:12]2[N:13]=[C:6]3[C:5]4[CH:23]=[CH:24][CH:2]=[CH:3][C:4]=4[O:10][CH2:9][CH2:8][N:7]3[CH:11]=2)=[N:15][C:16]([CH3:22])=[N:17]1)([CH3:21])[CH3:20].